Dataset: Full USPTO retrosynthesis dataset with 1.9M reactions from patents (1976-2016). Task: Predict the reactants needed to synthesize the given product. (1) Given the product [CH3:14][O:13][CH:3]([O:2][CH3:1])[CH2:4][C:5]1[N:12]=[CH:11][CH:10]=[CH:9][C:6]=1[C:7]([NH2:8])=[O:16], predict the reactants needed to synthesize it. The reactants are: [CH3:1][O:2][CH:3]([O:13][CH3:14])[CH2:4][C:5]1[N:12]=[CH:11][CH:10]=[CH:9][C:6]=1[C:7]#[N:8].C(=O)([O-])[O-:16].[Na+].[Na+].OO. (2) The reactants are: Cl[CH2:2][C:3]([NH:5][C@H:6]([C:16]1[C:21]([C:22]2[CH:23]=[CH:24][C:25]([F:31])=[C:26]([CH:30]=2)[C:27]([NH2:29])=[O:28])=[CH:20][CH:19]=[CH:18][N:17]=1)[CH2:7][C:8]1[CH:13]=[C:12]([F:14])[CH:11]=[C:10]([F:15])[CH:9]=1)=[O:4].[F:32][C:33]([F:51])([F:50])[C:34]1[C:38]2[CH2:39][N:40]([C:43]([O:45][C:46]([CH3:49])([CH3:48])[CH3:47])=[O:44])[CH2:41][CH2:42][C:37]=2[NH:36][N:35]=1. Given the product [C:27]([C:26]1[CH:30]=[C:22]([C:21]2[C:16]([C@@H:6]([NH:5][C:3](=[O:4])[CH2:2][N:36]3[C:37]4[CH2:42][CH2:41][N:40]([C:43]([O:45][C:46]([CH3:49])([CH3:48])[CH3:47])=[O:44])[CH2:39][C:38]=4[C:34]([C:33]([F:51])([F:50])[F:32])=[N:35]3)[CH2:7][C:8]3[CH:13]=[C:12]([F:14])[CH:11]=[C:10]([F:15])[CH:9]=3)=[N:17][CH:18]=[CH:19][CH:20]=2)[CH:23]=[CH:24][C:25]=1[F:31])(=[O:28])[NH2:29], predict the reactants needed to synthesize it. (3) Given the product [CH3:21][S:22]([O:1][CH2:2][C:3]1[CH:4]=[CH:5][C:6]([C:9]2([OH:13])[CH2:12][O:11][CH2:10]2)=[CH:7][CH:8]=1)(=[O:24])=[O:23], predict the reactants needed to synthesize it. The reactants are: [OH:1][CH2:2][C:3]1[CH:8]=[CH:7][C:6]([C:9]2([OH:13])[CH2:12][O:11][CH2:10]2)=[CH:5][CH:4]=1.C(N(CC)CC)C.[CH3:21][S:22](Cl)(=[O:24])=[O:23]. (4) Given the product [O:23]=[C:22]([N:25]1[CH2:29][CH2:28][CH2:27][CH2:26]1)[CH2:21][CH:18]1[CH2:19][CH2:20][N:16]([CH2:15][CH2:14][C:9]2[CH:10]=[CH:11][CH:12]=[CH:13][C:8]=2[N:3]2[CH2:4][CH2:5][CH2:6][CH2:7][C:2]2=[O:1])[CH2:17]1, predict the reactants needed to synthesize it. The reactants are: [O:1]=[C:2]1[CH2:7][CH2:6][CH2:5][CH2:4][N:3]1[C:8]1[CH:13]=[CH:12][CH:11]=[CH:10][C:9]=1[CH2:14][CH2:15][N:16]1[CH2:20][CH2:19][CH:18]([CH2:21][C:22](O)=[O:23])[CH2:17]1.[NH:25]1[CH2:29][CH2:28][CH2:27][CH2:26]1.C1(N=C=NC2CCCCC2)CCCCC1.OC1C2N=NNC=2C=CC=1.C(N(C(C)C)CC)(C)C. (5) Given the product [OH:1][CH2:2][CH:3]([C:7]1[S:8][CH:9]=[CH:10][CH:11]=1)[C:4]([O:6][CH2:17][C:16]1[C:19]([CH3:24])=[CH:20][C:21]([CH3:23])=[CH:22][C:15]=1[CH3:14])=[O:5], predict the reactants needed to synthesize it. The reactants are: [OH:1][CH2:2][CH:3]([C:7]1[S:8][CH:9]=[CH:10][CH:11]=1)[C:4]([OH:6])=[O:5].[OH-].[K+].[CH3:14][C:15]1[CH:22]=[C:21]([CH3:23])[CH:20]=[C:19]([CH3:24])[C:16]=1[CH2:17]Cl.O.